Dataset: Reaction yield outcomes from USPTO patents with 853,638 reactions. Task: Predict the reaction yield, written as a fraction of the theoretical maximum amount of product (1.0 means a 100% yield; for example, 0.34 means a 34% yield). (1) The reactants are [C:1]([C:4]1[C:9]([NH:10][C:11]([C:13]2([CH3:21])[CH2:18][O:17][C:16]([CH3:20])([CH3:19])[O:15][CH2:14]2)=O)=[CH:8][CH:7]=[CH:6][C:5]=1[C:22]1[CH:27]=[CH:26][CH:25]=[CH:24][CH:23]=1)(=[O:3])[NH2:2].C[O-].[Na+]. The catalyst is CO. The product is [C:22]1([C:5]2[CH:6]=[CH:7][CH:8]=[C:9]3[C:4]=2[C:1](=[O:3])[NH:2][C:11]([C:13]2([CH3:21])[CH2:18][O:17][C:16]([CH3:20])([CH3:19])[O:15][CH2:14]2)=[N:10]3)[CH:27]=[CH:26][CH:25]=[CH:24][CH:23]=1. The yield is 0.910. (2) The reactants are [CH2:1]([O:5][C:6]([C:8]1[N:9]=[C:10]([OH:26])[C:11]2[C:16]([C:17]=1[O:18][CH2:19][C:20]1[CH:25]=[CH:24][CH:23]=[CH:22][CH:21]=1)=[CH:15][CH:14]=[CH:13][CH:12]=2)=[O:7])[CH2:2][CH2:3][CH3:4].[CH2:27](Cl)Cl. The catalyst is O. The product is [CH2:1]([O:5][C:6]([C:8]1[N:9]=[C:10]([O:26][CH3:27])[C:11]2[C:16]([C:17]=1[O:18][CH2:19][C:20]1[CH:21]=[CH:22][CH:23]=[CH:24][CH:25]=1)=[CH:15][CH:14]=[CH:13][CH:12]=2)=[O:7])[CH2:2][CH2:3][CH3:4]. The yield is 0.200. (3) The reactants are [O:1]=[C:2]1[N:6]2[CH2:7][CH2:8][N:9]([C:11]([NH:13][CH2:14][NH:15][C:16]([N:18]=[N+]=[N-])=[O:17])=[O:12])[CH2:10][CH:5]2[C:4]([C:27]2[CH:32]=[CH:31][CH:30]=[CH:29][CH:28]=2)([C:21]2[CH:26]=[CH:25][CH:24]=[CH:23][CH:22]=2)[O:3]1.[BH4-].[Na+].O. The catalyst is CO.O.O.O.O.O.O.[Ni](Cl)Cl. The product is [NH2:18][C:16]([NH:15][CH2:14][NH:13][C:11]([N:9]1[CH2:8][CH2:7][N:6]2[C:2](=[O:1])[O:3][C:4]([C:27]3[CH:32]=[CH:31][CH:30]=[CH:29][CH:28]=3)([C:21]3[CH:26]=[CH:25][CH:24]=[CH:23][CH:22]=3)[CH:5]2[CH2:10]1)=[O:12])=[O:17]. The yield is 0.810. (4) The reactants are [CH2:1]([O:8][C:9](=[O:19])[C@H:10]([OH:18])[CH2:11][C:12]1[CH:17]=[CH:16][CH:15]=[CH:14][CH:13]=1)[C:2]1[CH:7]=[CH:6][CH:5]=[CH:4][CH:3]=1.[CH3:20][C:21]1[CH:26]=[C:25]([C:27]([O:36][CH2:37][C:38]2[CH:43]=[CH:42][C:41]([O:44][CH3:45])=[CH:40][CH:39]=2)([C:32]([F:35])([F:34])[F:33])[C:28]([F:31])([F:30])[F:29])[CH:24]=[CH:23][C:22]=1O.C1(P(C2C=CC=CC=2)C2C=CC=CC=2)C=CC=CC=1.CCOC(/N=N/C(OCC)=O)=O. The catalyst is C1COCC1. The product is [CH2:1]([O:8][C:9](=[O:19])[C@@H:10]([O:18][C:22]1[CH:23]=[CH:24][C:25]([C:27]([O:36][CH2:37][C:38]2[CH:39]=[CH:40][C:41]([O:44][CH3:45])=[CH:42][CH:43]=2)([C:28]([F:31])([F:30])[F:29])[C:32]([F:33])([F:34])[F:35])=[CH:26][C:21]=1[CH3:20])[CH2:11][C:12]1[CH:13]=[CH:14][CH:15]=[CH:16][CH:17]=1)[C:2]1[CH:3]=[CH:4][CH:5]=[CH:6][CH:7]=1. The yield is 0.710. (5) The reactants are [OH-].[Na+].[O:3]=[C:4]([CH:6](P(=O)(OCC)OCC)[CH2:7][CH2:8][CH2:9][CH2:10][CH3:11])[CH3:5].[CH:20]1([CH:23]=O)[CH2:22][CH2:21]1. The catalyst is O.ClCCl. The product is [CH:20]1(/[CH:23]=[C:6](\[CH2:7][CH2:8][CH2:9][CH2:10][CH3:11])/[C:4](=[O:3])[CH3:5])[CH2:22][CH2:21]1. The yield is 0.540. (6) The reactants are [O:1]1[C:5]2[CH:6]=[CH:7][C:8]([CH2:10][C:11]#N)=[CH:9][C:4]=2[O:3][CH2:2]1.Br[CH2:14][CH2:15]Cl.[OH-:17].[Na+].[OH2:19]. The catalyst is [Cl-].C([N+](CC)(CC)CC)C1C=CC=CC=1. The product is [O:1]1[C:5]2[CH:6]=[CH:7][C:8]([C:10]3([C:11]([OH:19])=[O:17])[CH2:15][CH2:14]3)=[CH:9][C:4]=2[O:3][CH2:2]1. The yield is 0.800. (7) The reactants are [F:1][C:2]1[C:3]([NH:26][C:27]2[CH:32]=[CH:31][C:30]([I:33])=[CH:29][C:28]=2[F:34])=[C:4]([C:9]([N:11]2[CH2:14][C:13]([C@H:16]([NH:18]C(=O)OC(C)(C)C)[CH3:17])([OH:15])[CH2:12]2)=[O:10])[CH:5]=[CH:6][C:7]=1[F:8].[ClH:35]. The yield is 0.970. The catalyst is CO. The product is [ClH:35].[NH2:18][C@@H:16]([C:13]1([OH:15])[CH2:14][N:11]([C:9]([C:4]2[CH:5]=[CH:6][C:7]([F:8])=[C:2]([F:1])[C:3]=2[NH:26][C:27]2[CH:32]=[CH:31][C:30]([I:33])=[CH:29][C:28]=2[F:34])=[O:10])[CH2:12]1)[CH3:17]. (8) The reactants are [C:1]1([CH3:37])[C:2]([NH:7][C:8]2[O:9][C:10]([C:18]3[CH:23]=[CH:22][C:21]([N:24]4[CH2:29][CH2:28][N:27]([C:30]([O:32][C:33]([CH3:36])([CH3:35])[CH3:34])=[O:31])[CH2:26][CH2:25]4)=[CH:20][CH:19]=3)=[C:11]([C:13]([O:15]CC)=[O:14])[N:12]=2)=[CH:3][CH:4]=[CH:5][CH:6]=1.[OH-].C[Sn+](C)C. The catalyst is ClCCCl.C(Cl)Cl. The product is [C:1]1([CH3:37])[C:2]([NH:7][C:8]2[O:9][C:10]([C:18]3[CH:19]=[CH:20][C:21]([N:24]4[CH2:29][CH2:28][N:27]([C:30]([O:32][C:33]([CH3:35])([CH3:34])[CH3:36])=[O:31])[CH2:26][CH2:25]4)=[CH:22][CH:23]=3)=[C:11]([C:13]([OH:15])=[O:14])[N:12]=2)=[CH:3][CH:4]=[CH:5][CH:6]=1. The yield is 0.960.